This data is from CYP2D6 inhibition data for predicting drug metabolism from PubChem BioAssay. The task is: Regression/Classification. Given a drug SMILES string, predict its absorption, distribution, metabolism, or excretion properties. Task type varies by dataset: regression for continuous measurements (e.g., permeability, clearance, half-life) or binary classification for categorical outcomes (e.g., BBB penetration, CYP inhibition). Dataset: cyp2d6_veith. (1) The molecule is COC(=O)Cn1c(C(=O)N(C)C)cc2c1C[C@H]1CN(C(=O)c3ccccc3)[C@@](Cc3ccc(OC)cc3)(C(=O)OC)[C@@H]21. The result is 0 (non-inhibitor). (2) The molecule is ON(CCc1ccccn1)Cc1ccccc1. The result is 0 (non-inhibitor).